Dataset: Catalyst prediction with 721,799 reactions and 888 catalyst types from USPTO. Task: Predict which catalyst facilitates the given reaction. (1) Reactant: C([N:8]1[CH2:21][CH2:20][C:19]2[C:18]3[CH:17]=[C:16]([C:22]4[CH:27]=[CH:26][C:25]([O:28][CH3:29])=[CH:24][CH:23]=4)[CH:15]=[CH:14][C:13]=3[NH:12][C:11]=2[CH2:10][CH2:9]1)C1C=CC=CC=1.[ClH:30]. Product: [ClH:30].[CH3:29][O:28][C:25]1[CH:26]=[CH:27][C:22]([C:16]2[CH:15]=[CH:14][C:13]3[NH:12][C:11]4[CH2:10][CH2:9][NH:8][CH2:21][CH2:20][C:19]=4[C:18]=3[CH:17]=2)=[CH:23][CH:24]=1. The catalyst class is: 29. (2) Reactant: [Cl:1][C:2]1[C:10]([C:11]#[N:12])=[CH:9][CH:8]=[C:7]2[C:3]=1[CH:4]=[C:5]([CH:13]([F:15])[F:14])[NH:6]2.Br[CH2:17][C:18]([O:20][C:21]([CH3:24])([CH3:23])[CH3:22])=[O:19].C([O-])([O-])=O.[Cs+].[Cs+]. Product: [Cl:1][C:2]1[C:10]([C:11]#[N:12])=[CH:9][CH:8]=[C:7]2[C:3]=1[CH:4]=[C:5]([CH:13]([F:14])[F:15])[N:6]2[CH2:17][C:18]([O:20][C:21]([CH3:24])([CH3:23])[CH3:22])=[O:19]. The catalyst class is: 23. (3) Reactant: [F:1][C:2]([F:11])([F:10])[C:3]1[CH:4]=[C:5]([CH2:8][OH:9])[S:6][CH:7]=1.[H-].[Na+].Br[C:15]1[CH:20]=[CH:19][N:18]([C:21]2[CH:22]=[CH:23][C:24]3[N:28]=[C:27]([CH:29]4[CH2:31][CH2:30]4)[N:26]([CH3:32])[C:25]=3[CH:33]=2)[C:17](=[O:34])[CH:16]=1.O. Product: [CH:29]1([C:27]2[N:26]([CH3:32])[C:25]3[CH:33]=[C:21]([N:18]4[CH:19]=[CH:20][C:15]([O:9][CH2:8][C:5]5[S:6][CH:7]=[C:3]([C:2]([F:10])([F:1])[F:11])[CH:4]=5)=[CH:16][C:17]4=[O:34])[CH:22]=[CH:23][C:24]=3[N:28]=2)[CH2:30][CH2:31]1. The catalyst class is: 44. (4) Reactant: [NH2:1][C:2]1[CH:3]=[CH:4][C:5]([N+:12]([O-:14])=[O:13])=[C:6]2[C:11]=1[CH:10]=[N:9][CH:8]=[CH:7]2.C(N(CC)CC)C.[F:22][C:23]([F:34])([F:33])[C:24](O[C:24](=[O:25])[C:23]([F:34])([F:33])[F:22])=[O:25]. Product: [N+:12]([C:5]1[CH:4]=[CH:3][C:2]([NH:1][C:24](=[O:25])[C:23]([F:34])([F:33])[F:22])=[C:11]2[C:6]=1[CH:7]=[CH:8][N:9]=[CH:10]2)([O-:14])=[O:13]. The catalyst class is: 4. (5) Reactant: [CH3:1][O:2][CH2:3][CH2:4][O:5][C:6]1[CH:7]=[C:8]([CH3:23])[C:9]([C:12]2[C:13]3[CH:20]=[C:19]([CH2:21][OH:22])[CH:18]=[CH:17][C:14]=3[S:15][CH:16]=2)=[N:10][CH:11]=1.O[C:25]1[CH:30]=[CH:29][C:28]([C@@H:31]([C:38]#[C:39][CH3:40])[CH2:32][C:33]([O:35][CH2:36][CH3:37])=[O:34])=[CH:27][CH:26]=1.P(CCCC)(CCCC)CCCC.C1CCN(C(N=NC(N2CCCCC2)=O)=O)CC1. Product: [CH3:1][O:2][CH2:3][CH2:4][O:5][C:6]1[CH:7]=[C:8]([CH3:23])[C:9]([C:12]2[C:13]3[CH:20]=[C:19]([CH2:21][O:22][C:25]4[CH:30]=[CH:29][C:28]([C@@H:31]([C:38]#[C:39][CH3:40])[CH2:32][C:33]([O:35][CH2:36][CH3:37])=[O:34])=[CH:27][CH:26]=4)[CH:18]=[CH:17][C:14]=3[S:15][CH:16]=2)=[N:10][CH:11]=1. The catalyst class is: 11. (6) Reactant: [S:1]1[CH:5]=[CH:4][CH:3]=[C:2]1[S:6]([NH:9][C:10]1[CH:11]=[CH:12][CH:13]=[C:14]2[C:18]=1[NH:17][C:16]([C:19](=[S:21])[NH2:20])=[CH:15]2)(=[O:8])=[O:7].Cl[CH2:23][C:24](=O)[CH2:25][C:26]([O:28][CH2:29][CH3:30])=[O:27].C(O)C.CN(C)C(=O)C. Product: [S:1]1[CH:5]=[CH:4][CH:3]=[C:2]1[S:6]([NH:9][C:10]1[CH:11]=[CH:12][CH:13]=[C:14]2[C:18]=1[NH:17][C:16]([C:19]1[S:21][CH:23]=[C:24]([CH2:25][C:26]([O:28][CH2:29][CH3:30])=[O:27])[N:20]=1)=[CH:15]2)(=[O:7])=[O:8]. The catalyst class is: 6. (7) Reactant: [NH:1]1[CH2:6][CH2:5][CH:4]([CH:7]2[O:20][CH2:19][C:18]3[C:17]4[CH:16]=[CH:15][CH:14]=[CH:13][C:12]=4[C:11](=[O:21])[NH:10][C:9]=3[CH2:8]2)[CH2:3][CH2:2]1.CCN(C(C)C)C(C)C.Cl[C:32]([O:34][CH:35]([CH3:37])[CH3:36])=[O:33]. Product: [CH:35]([O:34][C:32]([N:1]1[CH2:2][CH2:3][CH:4]([CH:7]2[O:20][CH2:19][C:18]3[C:17]4[C:12](=[CH:13][CH:14]=[CH:15][CH:16]=4)[C:11](=[O:21])[NH:10][C:9]=3[CH2:8]2)[CH2:5][CH2:6]1)=[O:33])([CH3:37])[CH3:36]. The catalyst class is: 3. (8) Reactant: [Cl:1][C:2]1[CH:11]=[C:10]([O:12][CH:13]([CH3:15])[CH3:14])[C:9]([NH:16][NH2:17])=[CH:8][C:3]=1[C:4]([O:6][CH3:7])=[O:5].CO[CH:20](OC)[CH2:21][CH:22](OC)OC. Product: [Cl:1][C:2]1[CH:11]=[C:10]([O:12][CH:13]([CH3:14])[CH3:15])[C:9]([N:16]2[CH:22]=[CH:21][CH:20]=[N:17]2)=[CH:8][C:3]=1[C:4]([O:6][CH3:7])=[O:5]. The catalyst class is: 8.